This data is from Full USPTO retrosynthesis dataset with 1.9M reactions from patents (1976-2016). The task is: Predict the reactants needed to synthesize the given product. (1) Given the product [ClH:20].[CH2:16]([N:13]1[CH2:12][CH2:11][CH:10]([C:7]2[CH:6]=[CH:5][C:4]([C:3]([OH:19])=[O:2])=[CH:9][CH:8]=2)[CH2:15][CH2:14]1)[CH2:17][CH3:18], predict the reactants needed to synthesize it. The reactants are: C[O:2][C:3](=[O:19])[C:4]1[CH:9]=[CH:8][C:7]([CH:10]2[CH2:15][CH2:14][N:13]([CH2:16][CH2:17][CH3:18])[CH2:12][CH2:11]2)=[CH:6][CH:5]=1.[ClH:20]. (2) Given the product [C:18]1([C:16]2([CH2:15][C:14](=[O:25])[C:13]([NH:27][C:28]3[CH:29]=[CH:30][C:31]4[C:36](=[O:37])[O:35][N:34]=[C:33]([CH3:38])[C:32]=4[CH:39]=3)=[O:26])[CH2:17][CH2:24]2)[CH:19]=[CH:20][CH:21]=[CH:22][CH:23]=1, predict the reactants needed to synthesize it. The reactants are: BrC1C=C(N[C:13](=[O:26])[C:14](=[O:25])[CH2:15][C:16]([CH3:24])([C:18]2[CH:23]=[CH:22][CH:21]=[CH:20][CH:19]=2)[CH3:17])C=C2C=1COC2=O.[NH2:27][C:28]1[CH:29]=[CH:30][C:31]2[C:36](=[O:37])[O:35][N:34]=[C:33]([CH3:38])[C:32]=2[CH:39]=1.C1(C2(CC(=O)C(O)=O)CC2)C=CC=CC=1.